Task: Predict the product of the given reaction.. Dataset: Forward reaction prediction with 1.9M reactions from USPTO patents (1976-2016) (1) Given the reactants [F:1][C:2]1[CH:26]=[CH:25][C:5]2[N:6]=[C:7]([NH:15][C:16]3[CH:17]=[C:18]([CH:21]=[CH:22][C:23]=3[CH3:24])[C:19]#[N:20])[C:8]3[CH:9]=[CH:10][NH:11][C:12](=[O:14])[C:13]=3[C:4]=2[CH:3]=1.[H-].[Al+3].[Li+].[H-].[H-].[H-], predict the reaction product. The product is: [NH2:20][CH2:19][C:18]1[CH:21]=[CH:22][C:23]([CH3:24])=[C:16]([NH:15][C:7]2[C:8]3[CH:9]=[CH:10][NH:11][C:12](=[O:14])[C:13]=3[C:4]3[CH:3]=[C:2]([F:1])[CH:26]=[CH:25][C:5]=3[N:6]=2)[CH:17]=1. (2) Given the reactants [CH2:1]([N:8]([CH2:21][C:22]1[CH:42]=[CH:41][C:25]([O:26][C:27]2[CH:40]=[CH:39][C:30]([O:31][CH2:32][CH2:33][CH2:34][CH2:35][C:36](O)=[O:37])=[CH:29][CH:28]=2)=[CH:24][CH:23]=1)[C:9]1[CH:14]=[CH:13][CH:12]=[C:11]([NH:15][S:16]([CH3:19])(=[O:18])=[O:17])[C:10]=1[CH3:20])[C:2]1[CH:7]=[CH:6][CH:5]=[CH:4][CH:3]=1.Cl.C[O:45][C:46](=[O:49])[CH2:47][NH2:48], predict the reaction product. The product is: [CH2:1]([N:8]([CH2:21][C:22]1[CH:23]=[CH:24][C:25]([O:26][C:27]2[CH:28]=[CH:29][C:30]([O:31][CH2:32][CH2:33][CH2:34][CH2:35][C:36]([NH:48][CH2:47][C:46]([OH:45])=[O:49])=[O:37])=[CH:39][CH:40]=2)=[CH:41][CH:42]=1)[C:9]1[CH:14]=[CH:13][CH:12]=[C:11]([NH:15][S:16]([CH3:19])(=[O:17])=[O:18])[C:10]=1[CH3:20])[C:2]1[CH:3]=[CH:4][CH:5]=[CH:6][CH:7]=1. (3) The product is: [CH3:26][C:12]1[C:11](=[O:27])[C:10]2[C:15](=[C:16]([C:29]3([C:28](=[O:35])[CH:36]=[CH2:37])[CH:34]=[CH:33][CH:32]=[CH:31][CH2:30]3)[C:7]([O:6][CH2:3][C:4]#[CH:5])=[CH:8][CH:9]=2)[O:14][C:13]=1[C:20]1[CH:21]=[CH:22][CH:23]=[CH:24][CH:25]=1. Given the reactants [OH-].[K+].[CH2:3]([O:6][C:7]1[C:16](C(=O)C)=[C:15]2[C:10]([C:11](=[O:27])[C:12]([CH3:26])=[C:13]([C:20]3[CH:25]=[CH:24][CH:23]=[CH:22][CH:21]=3)[O:14]2)=[CH:9][CH:8]=1)[C:4]#[CH:5].[CH:28](=[O:35])[C:29]1[CH:34]=[CH:33][CH:32]=[CH:31][CH:30]=1.[CH2:36](O)[CH3:37], predict the reaction product.